Dataset: Full USPTO retrosynthesis dataset with 1.9M reactions from patents (1976-2016). Task: Predict the reactants needed to synthesize the given product. (1) Given the product [C:3]([C:5]1[CH:6]=[C:7]([NH:11][CH:12]([C:17]2[CH:22]=[CH:21][CH:20]=[CH:19][CH:18]=2)[C:13]([OH:15])=[O:14])[CH:8]=[CH:9][CH:10]=1)#[N:4], predict the reactants needed to synthesize it. The reactants are: [OH-].[Na+].[C:3]([C:5]1[CH:6]=[C:7]([NH:11][CH:12]([C:17]2[CH:22]=[CH:21][CH:20]=[CH:19][CH:18]=2)[C:13]([O:15]C)=[O:14])[CH:8]=[CH:9][CH:10]=1)#[N:4]. (2) Given the product [OH:12][CH2:11][CH2:10][CH2:9][P:7](=[O:8])([CH2:13][CH2:14][CH2:15][OH:16])[CH2:6][CH2:5][CH2:4][S:3]([CH3:1])=[S:22], predict the reactants needed to synthesize it. The reactants are: [C:1](=O)([S:3][CH2:4][CH2:5][CH2:6][P:7]([CH2:13][CH2:14][CH2:15][OH:16])([CH2:9][CH2:10][CH2:11][OH:12])=[O:8])C.[OH-].[Na+].Cl.C[S:22]S(C)(=O)=O. (3) Given the product [CH2:13]([N:20]1[CH2:25][CH2:24][CH:23]([CH:26]([CH2:34][CH2:33][Br:32])[C:27]([O:29][CH2:30][CH3:31])=[O:28])[CH2:22][CH2:21]1)[C:14]1[CH:15]=[CH:16][CH:17]=[CH:18][CH:19]=1, predict the reactants needed to synthesize it. The reactants are: C(NC(C)C)(C)C.C([Li])CCC.[CH2:13]([N:20]1[CH2:25][CH2:24][CH:23]([CH2:26][C:27]([O:29][CH2:30][CH3:31])=[O:28])[CH2:22][CH2:21]1)[C:14]1[CH:19]=[CH:18][CH:17]=[CH:16][CH:15]=1.[Br:32][CH2:33][CH2:34]Br. (4) Given the product [CH3:1][C:2]1([CH3:31])[S:7](=[O:9])(=[O:8])[C:6]2[CH:10]=[CH:11][C:12]([CH2:14][C:15]([OH:17])=[O:16])=[CH:13][C:5]=2[NH:4][C:3]1=[O:30], predict the reactants needed to synthesize it. The reactants are: [CH3:1][C:2]1([CH3:31])[S:7](=[O:9])(=[O:8])[C:6]2[CH:10]=[CH:11][C:12]([CH2:14][C:15]([O:17]C(C)(C)C)=[O:16])=[CH:13][C:5]=2[N:4](COCC[Si](C)(C)C)[C:3]1=[O:30].C(O)(C(F)(F)F)=O. (5) Given the product [Br:2][C:3]1[C:4]2[NH:9][C:14]3[CH:15]4[CH2:18][CH2:19][N:11]([CH2:12][C:13]=3[C:5]=2[CH:6]=[CH:7][CH:8]=1)[CH2:17][CH2:16]4, predict the reactants needed to synthesize it. The reactants are: Cl.[Br:2][C:3]1[CH:8]=[CH:7][CH:6]=[CH:5][C:4]=1[NH:9]N.[N:11]12[CH2:19][CH2:18][CH:15]([CH2:16][CH2:17]1)[C:14](=O)[CH2:13][CH2:12]2.Cl. (6) Given the product [Br:20][C:16]1[CH:15]=[C:14]2[C:19](=[CH:18][CH:17]=1)[N:11]([CH:4]([CH2:5][CH:6]1[CH2:7][CH2:8][CH2:9][CH2:10]1)[C:3]([OH:23])=[O:2])[C:12](=[O:22])[C:13]2=[O:21], predict the reactants needed to synthesize it. The reactants are: C[O:2][C:3](=[O:23])[CH:4]([N:11]1[C:19]2[C:14](=[CH:15][C:16]([Br:20])=[CH:17][CH:18]=2)[C:13](=[O:21])[C:12]1=[O:22])[CH2:5][CH:6]1[CH2:10][CH2:9][CH2:8][CH2:7]1.O.[OH-].[Li+]. (7) The reactants are: [C:1]([C:5]1[CH:12]=[CH:11][C:8]([CH2:9]Br)=[CH:7][CH:6]=1)([CH3:4])([CH3:3])[CH3:2].[N-:13]=[N+:14]=[N-:15].[Na+]. Given the product [N:13]([CH2:9][C:8]1[CH:11]=[CH:12][C:5]([C:1]([CH3:4])([CH3:3])[CH3:2])=[CH:6][CH:7]=1)=[N+:14]=[N-:15], predict the reactants needed to synthesize it. (8) Given the product [C:2]([O:12][C@@H:13]([CH3:17])[C:14]([OH:16])=[O:15])(=[O:1])[CH3:3], predict the reactants needed to synthesize it. The reactants are: [OH:1][C@@H:2](C)[C:3](N1CCNCC1)=O.[OH:12][C@@H:13]([CH3:17])[C:14]([OH:16])=[O:15]. (9) Given the product [Cl:45][C:46]1[CH:51]=[CH:50][C:49]([CH:52]([C:54]2[CH:55]=[CH:56][CH:57]=[CH:58][CH:59]=2)[NH:53][C:19](=[O:20])[CH2:18][C:15]2[CH:16]=[CH:17][C:11]3[O:10][C:9]([CH2:8][C:7]4[C:2]([CH3:1])=[N:3][CH:4]=[CH:5][CH:6]=4)=[CH:13][C:12]=3[CH:14]=2)=[C:48]([CH3:60])[CH:47]=1, predict the reactants needed to synthesize it. The reactants are: [CH3:1][C:2]1[C:7]([CH2:8][C:9]2[O:10][C:11]3[CH:17]=[CH:16][C:15]([CH2:18][C:19](O)=[O:20])=[CH:14][C:12]=3[CH:13]=2)=[CH:6][CH:5]=[CH:4][N:3]=1.C1C=CC2N(O)N=NC=2C=1.C(Cl)CCl.CCN(C(C)C)C(C)C.[Cl:45][C:46]1[CH:51]=[CH:50][C:49]([CH:52]([C:54]2[CH:59]=[CH:58][CH:57]=[CH:56][CH:55]=2)[NH2:53])=[C:48]([CH3:60])[CH:47]=1. (10) The reactants are: Cl.[OH:2][C@H:3]1[CH2:8][CH2:7][CH2:6][CH2:5][C@@H:4]1[N:9]1[C:18](=[O:19])[C:17]2[C:12](=[C:13]3[CH:31]=[CH:30][CH:29]=[CH:28][C:14]3=[C:15]([CH2:20][C:21]3[CH:22]=[N:23][C:24]([CH3:27])=[CH:25][CH:26]=3)[CH:16]=2)[N:11]=[CH:10]1.C(N(CC)CC)C.ClC1C=C(C=CC=1)C(OO)=[O:44]. Given the product [OH:2][C@H:3]1[CH2:8][CH2:7][CH2:6][CH2:5][C@@H:4]1[N:9]1[C:18](=[O:19])[C:17]2[C:12](=[C:13]3[CH:31]=[CH:30][CH:29]=[CH:28][C:14]3=[C:15]([CH2:20][C:21]3[CH:22]=[N+:23]([O-:44])[C:24]([CH3:27])=[CH:25][CH:26]=3)[CH:16]=2)[N:11]=[CH:10]1, predict the reactants needed to synthesize it.